Dataset: Forward reaction prediction with 1.9M reactions from USPTO patents (1976-2016). Task: Predict the product of the given reaction. Given the reactants [NH2:1][C:2]1[CH:9]=[C:8](F)[C:5]([C:6]#[N:7])=[CH:4][N:3]=1.[O:11]1[CH2:16][CH2:15][CH:14]([NH2:17])[CH2:13][CH2:12]1, predict the reaction product. The product is: [NH2:1][C:2]1[CH:9]=[C:8]([NH:17][CH:14]2[CH2:15][CH2:16][O:11][CH2:12][CH2:13]2)[C:5]([C:6]#[N:7])=[CH:4][N:3]=1.